Dataset: Full USPTO retrosynthesis dataset with 1.9M reactions from patents (1976-2016). Task: Predict the reactants needed to synthesize the given product. (1) Given the product [C:10]([C:6]1[C:7]([O:8][CH3:9])=[C:2]([C:38]2[CH:46]=[C:45]3[C:41]([C:42]([CH2:47][NH:48][S:49]([CH3:52])(=[O:50])=[O:51])=[CH:43][CH2:44]3)=[CH:40][CH:39]=2)[CH:3]=[C:4]([C:14]2[C:15]([O:25][C:26]([CH3:27])([CH3:28])[CH3:29])=[N:16][C:17]([O:20][C:21]([CH3:23])([CH3:24])[CH3:22])=[N:18][CH:19]=2)[CH:5]=1)([CH3:12])([CH3:11])[CH3:13], predict the reactants needed to synthesize it. The reactants are: Br[C:2]1[CH:3]=[C:4]([C:14]2[C:15]([O:25][C:26]([CH3:29])([CH3:28])[CH3:27])=[N:16][C:17]([O:20][C:21]([CH3:24])([CH3:23])[CH3:22])=[N:18][CH:19]=2)[CH:5]=[C:6]([C:10]([CH3:13])([CH3:12])[CH3:11])[C:7]=1[O:8][CH3:9].CC1(C)C(C)(C)OB([C:38]2[CH:46]=[C:45]3[C:41]([C:42]([CH2:47][NH:48][S:49]([CH3:52])(=[O:51])=[O:50])=[CH:43][CH2:44]3)=[CH:40][CH:39]=2)O1. (2) The reactants are: [N+]([O-])([O-])=O.[K+].S[CH2:7][CH2:8][C:9]1[CH:19]=[CH:18][C:12]([C:13]([N:15]([CH3:17])[CH3:16])=[O:14])=[CH:11][C:10]=1[CH3:20].[S:21]([Cl:25])(Cl)(=[O:23])=[O:22]. Given the product [CH3:16][N:15]([CH3:17])[C:13]([C:12]1[CH:18]=[CH:19][C:9]([CH2:8][CH2:7][S:21]([Cl:25])(=[O:23])=[O:22])=[C:10]([CH3:20])[CH:11]=1)=[O:14], predict the reactants needed to synthesize it.